This data is from Full USPTO retrosynthesis dataset with 1.9M reactions from patents (1976-2016). The task is: Predict the reactants needed to synthesize the given product. (1) Given the product [C:21]([C:25]1[CH:30]=[CH:29][C:28]([C@@H:18]([OH:19])[C:5]2[C:6]([CH:15]([CH3:17])[CH3:16])=[N:7][C:8]3[CH2:9][C:10]4([CH2:12][CH2:13][CH2:14]4)[CH2:11][C@H:2]([OH:1])[C:3]=3[C:4]=2[I:20])=[CH:27][CH:26]=1)([CH3:24])([CH3:23])[CH3:22], predict the reactants needed to synthesize it. The reactants are: [OH:1][C@H:2]1[CH2:11][C:10]2([CH2:14][CH2:13][CH2:12]2)[CH2:9][C:8]2[N:7]=[C:6]([CH:15]([CH3:17])[CH3:16])[C:5]([CH:18]=[O:19])=[C:4]([I:20])[C:3]1=2.[C:21]([C:25]1[CH:30]=[CH:29][C:28]([Mg]Br)=[CH:27][CH:26]=1)([CH3:24])([CH3:23])[CH3:22]. (2) Given the product [CH3:1][N:2]1[C:10]2[N:9]=[CH:8][N:7]([CH2:14][C@H:15]3[CH2:20][CH2:19][C@H:18]([CH3:21])[CH2:17][CH2:16]3)[C:6]=2[C:5](=[O:11])[NH:4][C:3]1=[O:12], predict the reactants needed to synthesize it. The reactants are: [CH3:1][N:2]1[C:10]2[N:9]=[CH:8][NH:7][C:6]=2[C:5](=[O:11])[NH:4][C:3]1=[O:12].Br[CH2:14][C@H:15]1[CH2:20][CH2:19][C@H:18]([CH3:21])[CH2:17][CH2:16]1.C(=O)([O-])[O-].[Na+].[Na+].